Task: Predict which catalyst facilitates the given reaction.. Dataset: Catalyst prediction with 721,799 reactions and 888 catalyst types from USPTO (1) Reactant: C[O:2][C:3](=[O:24])[CH2:4][C@@H:5]([CH3:23])[C:6](=[O:22])[N:7]1[CH2:12][CH2:11][C:10]2[S:13][CH:14]=[CH:15][C:9]=2[CH:8]1[C:16]1[CH:21]=[CH:20][CH:19]=[CH:18][CH:17]=1.[Li+].[OH-].CC(=O)OCC. Product: [CH3:23][C@@H:5]([C:6](=[O:22])[N:7]1[CH2:12][CH2:11][C:10]2[S:13][CH:14]=[CH:15][C:9]=2[CH:8]1[C:16]1[CH:17]=[CH:18][CH:19]=[CH:20][CH:21]=1)[CH2:4][C:3]([OH:24])=[O:2]. The catalyst class is: 36. (2) Reactant: O[CH:2]=[C:3]1[C:11]2[C:6](=[CH:7][CH:8]=[C:9]([C:12]([C:14]3[CH:15]=[C:16]([NH:20][C:21]([C:23]4[N:24]([CH2:29][CH3:30])[N:25]=[C:26]([CH3:28])[CH:27]=4)=[O:22])[CH:17]=[CH:18][CH:19]=3)=[O:13])[CH:10]=2)[NH:5][C:4]1=[O:31].[NH2:32][C:33]1[CH:34]=[C:35]([OH:39])[CH:36]=[CH:37][CH:38]=1. Product: [OH:39][C:35]1[CH:34]=[C:33]([NH:32][CH:2]=[C:3]2[C:11]3[C:6](=[CH:7][CH:8]=[C:9]([C:12]([C:14]4[CH:15]=[C:16]([NH:20][C:21]([C:23]5[N:24]([CH2:29][CH3:30])[N:25]=[C:26]([CH3:28])[CH:27]=5)=[O:22])[CH:17]=[CH:18][CH:19]=4)=[O:13])[CH:10]=3)[NH:5][C:4]2=[O:31])[CH:38]=[CH:37][CH:36]=1. The catalyst class is: 1. (3) Reactant: [CH3:1][N:2]1[CH:6]=[CH:5][N:4]=[CH:3]1.[F:7][C:8]([F:29])([F:28])[C:9]([F:27])([F:26])[C:10]([F:25])([F:24])[C:11]([F:23])([F:22])[C:12]([F:21])([F:20])[C:13]([F:19])([F:18])[CH2:14][CH2:15][CH2:16][I:17]. Product: [I-:17].[CH3:1][NH+:2]1[CH:6]=[CH:5][N:4]([CH2:16][CH2:15][CH2:14][C:13]([F:18])([F:19])[C:12]([F:20])([F:21])[C:11]([F:22])([F:23])[C:10]([F:24])([F:25])[C:9]([F:26])([F:27])[C:8]([F:29])([F:28])[F:7])[CH2:3]1. The catalyst class is: 11. (4) Reactant: C([O:3][C:4](=[O:17])[CH:5]([C:7]1[CH:8]=[CH:9][C:10]2[O:14][C:13](=[S:15])[NH:12][C:11]=2[CH:16]=1)[CH3:6])C.[OH-].[Na+].C(O)(=O)C. Product: [S:15]=[C:13]1[NH:12][C:11]2[CH:16]=[C:7]([CH:5]([CH3:6])[C:4]([OH:17])=[O:3])[CH:8]=[CH:9][C:10]=2[O:14]1. The catalyst class is: 88. (5) Reactant: [CH3:1][O:2][C:3]1[CH:4]=[CH:5][C:6]([CH2:10][CH2:11][CH2:12][S:13][CH3:14])=[C:7]([CH:9]=1)[NH2:8].[C:15](O[C:15]([O:17][C:18]([CH3:21])([CH3:20])[CH3:19])=[O:16])([O:17][C:18]([CH3:21])([CH3:20])[CH3:19])=[O:16]. Product: [CH3:1][O:2][C:3]1[CH:4]=[CH:5][C:6]([CH2:10][CH2:11][CH2:12][S:13][CH3:14])=[C:7]([NH:8][C:15](=[O:16])[O:17][C:18]([CH3:21])([CH3:20])[CH3:19])[CH:9]=1. The catalyst class is: 1. (6) Reactant: Cl[CH2:2][C:3]1[CH:7]=[CH:6][N:5]([C:8]2[N:18]=[CH:17][CH:16]=[CH:15][C:9]=2[C:10]([O:12][CH2:13][CH3:14])=[O:11])[N:4]=1.[CH3:19][CH:20]1[O:25][CH:24]([CH3:26])[CH2:23][NH:22][CH2:21]1. Product: [CH3:26][CH:24]1[CH2:23][N:22]([CH2:2][C:3]2[CH:7]=[CH:6][N:5]([C:8]3[N:18]=[CH:17][CH:16]=[CH:15][C:9]=3[C:10]([O:12][CH2:13][CH3:14])=[O:11])[N:4]=2)[CH2:21][CH:20]([CH3:19])[O:25]1. The catalyst class is: 10.